From a dataset of Forward reaction prediction with 1.9M reactions from USPTO patents (1976-2016). Predict the product of the given reaction. (1) Given the reactants [Cl:1][C:2]1[C:10]2[C:5](=[CH:6][C:7]([C:11]([NH:13][CH:14]([C:24]3[CH:29]=[CH:28][CH:27]=[CH:26][C:25]=3[Cl:30])[CH2:15][O:16][CH2:17][CH:18]3[CH2:23][CH2:22][NH:21][CH2:20][CH2:19]3)=[O:12])=[CH:8][CH:9]=2)[NH:4][CH:3]=1.[CH2:31]=O, predict the reaction product. The product is: [Cl:1][C:2]1[C:10]2[C:5](=[CH:6][C:7]([C:11]([NH:13][CH:14]([C:24]3[CH:29]=[CH:28][CH:27]=[CH:26][C:25]=3[Cl:30])[CH2:15][O:16][CH2:17][CH:18]3[CH2:23][CH2:22][N:21]([CH3:31])[CH2:20][CH2:19]3)=[O:12])=[CH:8][CH:9]=2)[NH:4][CH:3]=1. (2) Given the reactants C([O:8][C:9]1[CH:17]=[C:16]2[C:12]([CH:13]=[C:14]([C:18]3[CH:19]=[N:20][C:21]([N:24]4[CH:28]=[N:27][CH:26]=[N:25]4)=[CH:22][CH:23]=3)[NH:15]2)=[CH:11][CH:10]=1)C1C=CC=CC=1.[CH:29]([O-:31])=[O:30].[NH4+], predict the reaction product. The product is: [C:12]([O:30][C:29]([N:15]1[C:16]2[C:12](=[CH:11][CH:10]=[C:9]([OH:8])[CH:17]=2)[CH:13]=[C:14]1[C:18]1[CH:19]=[N:20][C:21]([N:24]2[CH:28]=[N:27][CH:26]=[N:25]2)=[CH:22][CH:23]=1)=[O:31])([CH3:16])([CH3:13])[CH3:11]. (3) Given the reactants [NH2:1][C:2]1[CH:3]=[C:4]([S:11]([NH2:14])(=[O:13])=[O:12])[CH:5]=[CH:6][C:7]=1[S:8][CH2:9][CH3:10].C(OC1C=CC(C(N)=O)=CC=1N=[C:29]=[S:30])(C)C, predict the reaction product. The product is: [CH2:9]([S:8][C:7]1[CH:6]=[CH:5][C:4]([S:11]([NH2:14])(=[O:13])=[O:12])=[CH:3][C:2]=1[N:1]=[C:29]=[S:30])[CH3:10]. (4) Given the reactants [CH3:1][C:2](=[CH2:5])[CH2:3][NH2:4].C(N(CC)C(C)C)(C)C.Cl[CH2:16][CH2:17][S:18](Cl)(=[O:20])=[O:19], predict the reaction product. The product is: [CH3:5][C:2](=[CH2:1])[CH2:3][NH:4][S:18]([CH:17]=[CH2:16])(=[O:20])=[O:19]. (5) Given the reactants [CH3:1][O:2][C:3]([C:5]1[N:6]([NH:10][C:11](=[O:21])[CH2:12][O:13][CH2:14][C:15]2[CH:20]=[CH:19][CH:18]=[CH:17][CH:16]=2)[CH:7]=[N:8][CH:9]=1)=[O:4].[CH2:22](OC(C)C(O)=O)C1C=CC=CC=1.CCN(C(C)C)C(C)C.CN(C(ON1N=NC2C=CC=NC1=2)=[N+](C)C)C.F[P-](F)(F)(F)(F)F, predict the reaction product. The product is: [CH3:1][O:2][C:3]([C:5]1[N:6]([NH:10][C:11](=[O:21])[CH:12]([O:13][CH2:14][C:15]2[CH:20]=[CH:19][CH:18]=[CH:17][CH:16]=2)[CH3:22])[CH:7]=[N:8][CH:9]=1)=[O:4]. (6) Given the reactants C([N:8]1[CH2:13][CH2:12][CH:11]([N:14]2[CH2:20][CH2:19][C:18]3[CH:21]=[C:22]([O:25][CH3:26])[CH:23]=[CH:24][C:17]=3[NH:16][C:15]2=[O:27])[CH2:10][CH2:9]1)C1C=CC=CC=1.[H][H], predict the reaction product. The product is: [CH3:26][O:25][C:22]1[CH:23]=[CH:24][C:17]2[NH:16][C:15](=[O:27])[N:14]([CH:11]3[CH2:12][CH2:13][NH:8][CH2:9][CH2:10]3)[CH2:20][CH2:19][C:18]=2[CH:21]=1. (7) Given the reactants CC1(C)C=C(C)C2C(=CC=C(O[S:14](C(F)(F)F)(=O)=O)C=2)N1.COC1[CH:25]=[C:26]([C:30]2[CH:31]=[C:32]3[C:37](=[CH:38][CH:39]=2)[NH:36][C:35]([CH3:41])([CH3:40])[CH:34]=[C:33]3[CH2:42][S:43][CH2:44][CH2:45][C:46]2C=CC=CC=2)[CH:27]=[CH:28]C=1.COC1C=C(B(O)O)C=CC=1.C1(CCS)C=CC=CC=1, predict the reaction product. The product is: [CH2:44]([S:43][CH2:42][C:33]1[C:32]2[C:37](=[CH:38][CH:39]=[C:30]([C:26]3[CH:27]=[CH:28][S:14][CH:25]=3)[CH:31]=2)[NH:36][C:35]([CH3:40])([CH3:41])[CH:34]=1)[CH:45]=[CH2:46].